This data is from Full USPTO retrosynthesis dataset with 1.9M reactions from patents (1976-2016). The task is: Predict the reactants needed to synthesize the given product. (1) Given the product [F:15][C:16]1[CH:42]=[C:41]([F:43])[CH:40]=[CH:39][C:17]=1[O:18][CH:19]1[CH2:20][CH2:21][N:22]([C:25]2[N:30]=[C:29]3[CH2:31][N:32]([C:1](=[O:3])[CH3:2])[CH2:33][CH2:34][C:28]3=[N:27][C:26]=2[NH:35][CH:36]([CH3:38])[CH3:37])[CH2:23][CH2:24]1.[C:9]([OH:10])([C:11]([F:14])([F:13])[F:12])=[O:8], predict the reactants needed to synthesize it. The reactants are: [C:1](OC(=O)C)(=[O:3])[CH3:2].[OH:8][C:9]([C:11]([F:14])([F:13])[F:12])=[O:10].[F:15][C:16]1[CH:42]=[C:41]([F:43])[CH:40]=[CH:39][C:17]=1[O:18][CH:19]1[CH2:24][CH2:23][N:22]([C:25]2[N:30]=[C:29]3[CH2:31][NH:32][CH2:33][CH2:34][C:28]3=[N:27][C:26]=2[NH:35][CH:36]([CH3:38])[CH3:37])[CH2:21][CH2:20]1.N1C=CC=CC=1. (2) Given the product [CH2:2]([C:4]1[CH:5]=[C:6]([CH3:23])[CH:7]=[C:8]2[C:13]=1[O:12][CH:11]([C:14]([F:15])([F:16])[F:17])[C:10]([C:18]([O:20][CH2:21][CH3:22])=[O:19])=[CH:9]2)[CH3:3], predict the reactants needed to synthesize it. The reactants are: O[CH:2]([C:4]1[CH:5]=[C:6]([CH3:23])[CH:7]=[C:8]2[C:13]=1[O:12][CH:11]([C:14]([F:17])([F:16])[F:15])[C:10]([C:18]([O:20][CH2:21][CH3:22])=[O:19])=[CH:9]2)[CH3:3].C([SiH](CC)CC)C. (3) Given the product [CH3:1][C:2](=[CH:4][CH2:5][CH2:6][C@H:7]([C@@H:9]1[C@:26]2([CH3:27])[C@H:12]([C@H:13]3[C@H:23]([CH2:24][CH2:25]2)[C@:21]2([CH3:22])[C:16](=[CH:17][C:18](=[O:28])[CH2:19][CH2:20]2)[CH:15]=[CH:14]3)[CH2:11][CH2:10]1)[CH3:8])[CH3:3], predict the reactants needed to synthesize it. The reactants are: [CH3:1][C:2](=[CH:4][CH2:5][CH2:6][C@H:7]([C@@H:9]1[C@:26]2([CH3:27])[C@H:12]([C:13]3[C@H:23]([CH2:24][CH2:25]2)[C@:21]2([CH3:22])[C:16](=[CH:17][C:18](=[O:28])[CH2:19][CH2:20]2)[CH2:15][CH:14]=3)[CH2:11][CH2:10]1)[CH3:8])[CH3:3].[OH-].[K+].C(O)(=O)C. (4) The reactants are: [CH2:1]([O:8][C:9]1[CH:14]=[C:13](F)[CH:12]=[CH:11][C:10]=1[N+:16]([O-:18])=[O:17])[C:2]1[CH:7]=[CH:6][CH:5]=[CH:4][CH:3]=1.[K].[OH:20][C:21]1[CH:36]=[CH:35][C:24]([C:25]([O:27][CH2:28][C:29]2[CH:34]=[CH:33][CH:32]=[CH:31][CH:30]=2)=[O:26])=[CH:23][CH:22]=1. Given the product [N+:16]([C:10]1[CH:11]=[CH:12][C:13]([O:20][C:21]2[CH:36]=[CH:35][C:24]([C:25]([O:27][CH2:28][C:29]3[CH:34]=[CH:33][CH:32]=[CH:31][CH:30]=3)=[O:26])=[CH:23][CH:22]=2)=[CH:14][C:9]=1[O:8][CH2:1][C:2]1[CH:7]=[CH:6][CH:5]=[CH:4][CH:3]=1)([O-:18])=[O:17], predict the reactants needed to synthesize it. (5) Given the product [CH3:1][O:2][C:3]1[CH:11]=[C:10]2[C:6]([CH2:7][CH:8]([CH2:13][C:14]3[CH:19]=[CH:18][C:17]([S:20][C:21]([F:24])([F:22])[F:23])=[CH:16][CH:15]=3)[C:9]2=[O:12])=[CH:5][C:4]=1[N:25]1[CH2:26][CH2:27][O:28][CH2:29][CH2:30]1, predict the reactants needed to synthesize it. The reactants are: [CH3:1][O:2][C:3]1[CH:11]=[C:10]2[C:6]([CH2:7]/[C:8](=[CH:13]\[C:14]3[CH:19]=[CH:18][C:17]([S:20][C:21]([F:24])([F:23])[F:22])=[CH:16][CH:15]=3)/[C:9]2=[O:12])=[CH:5][C:4]=1[N:25]1[CH2:30][CH2:29][O:28][CH2:27][CH2:26]1.